From a dataset of Forward reaction prediction with 1.9M reactions from USPTO patents (1976-2016). Predict the product of the given reaction. (1) Given the reactants [CH:1]1([C:4]([N:6]2[CH2:10][CH2:9][C@@H:8]([CH2:11][NH:12][C:13]3[C:14]([NH2:21])=[CH:15][C:16]([O:19][CH3:20])=[CH:17][CH:18]=3)[CH2:7]2)=[O:5])[CH2:3][CH2:2]1.[O:22]1[C:26]2[CH:27]=[CH:28][C:29]([C:31]3[CH:38]=[CH:37][CH:36]=[CH:35][C:32]=3C=O)=[CH:30][C:25]=2[CH:24]=[CH:23]1.OOS([O-])=O.[K+].[CH3:45]N(C=O)C, predict the reaction product. The product is: [O:22]1[C:26]2[CH:27]=[CH:28][C:29]([C:31]3[CH:32]=[CH:35][C:36]([C:45]4[N:12]([CH2:11][C@@H:8]5[CH2:9][CH2:10][N:6]([C:4]([CH:1]6[CH2:3][CH2:2]6)=[O:5])[CH2:7]5)[C:13]5[CH:18]=[CH:17][C:16]([O:19][CH3:20])=[CH:15][C:14]=5[N:21]=4)=[CH:37][CH:38]=3)=[CH:30][C:25]=2[CH:24]=[CH:23]1. (2) The product is: [F:23][C:19]1[CH:20]=[CH:21][CH:22]=[C:2]([F:1])[C:3]=1[CH2:4][O:5][C:6]1[C:7]2[N:8]([C:12]([C:16]([NH:53][CH:54]([C:57]3[CH:62]=[CH:61][C:60]([F:63])=[C:59]([F:64])[CH:58]=3)[CH2:55][OH:56])=[O:17])=[C:13]([CH3:15])[N:14]=2)[CH:9]=[CH:10][CH:11]=1. Given the reactants [F:1][C:2]1[CH:22]=[CH:21][CH:20]=[C:19]([F:23])[C:3]=1[CH2:4][O:5][C:6]1[C:7]2[N:8]([C:12]([C:16](O)=[O:17])=[C:13]([CH3:15])[N:14]=2)[CH:9]=[CH:10][CH:11]=1.F[B-](F)(F)F.N1(O[C+](N(C)C)N(C)C)C2C=CC=CC=2N=N1.CN1CCOCC1.[NH2:53][CH:54]([C:57]1[CH:62]=[CH:61][C:60]([F:63])=[C:59]([F:64])[CH:58]=1)[CH2:55][OH:56], predict the reaction product. (3) The product is: [Cl:52][C:14]1[CH:15]=[CH:16][CH:17]=[CH:18][C:13]=1[CH:9]([NH:8][C:4]1[CH:5]=[CH:6][CH:7]=[C:2]([F:1])[CH:3]=1)[C:10]([NH:60][CH:56]1[CH2:57][CH2:58][CH2:59][C:54]([F:61])([F:53])[CH2:55]1)=[O:12]. Given the reactants [F:1][C:2]1[CH:3]=[C:4]([NH:8][CH:9]([C:13]2[CH:18]=[CH:17][CH:16]=[CH:15][CH:14]=2)[C:10]([OH:12])=O)[CH:5]=[CH:6][CH:7]=1.CN(C(ON1N=NC2C=CC=NC1=2)=[N+](C)C)C.F[P-](F)(F)(F)(F)F.CCN(C(C)C)C(C)C.[ClH:52].[F:53][C:54]1([F:61])[CH2:59][CH2:58][CH2:57][CH:56]([NH2:60])[CH2:55]1, predict the reaction product. (4) Given the reactants Br[C:2]1[CH:3]=[N:4][N:5]([C:7]([CH3:10])([CH3:9])[CH3:8])[CH:6]=1.[Li]CCCC.CON(C)[C:19](=[O:21])[CH3:20], predict the reaction product. The product is: [C:7]([N:5]1[CH:6]=[C:2]([C:19](=[O:21])[CH3:20])[CH:3]=[N:4]1)([CH3:10])([CH3:9])[CH3:8]. (5) Given the reactants [H-].[Al+3].[Li+].[H-].[H-].[H-].[CH2:7]([O:14][CH2:15][CH:16]1[NH:21][C:20](=O)[CH2:19][NH:18][C:17]1=O)[C:8]1[CH:13]=[CH:12][CH:11]=[CH:10][CH:9]=1, predict the reaction product. The product is: [CH2:7]([O:14][CH2:15][CH:16]1[CH2:17][NH:18][CH2:19][CH2:20][NH:21]1)[C:8]1[CH:13]=[CH:12][CH:11]=[CH:10][CH:9]=1. (6) The product is: [NH:29]1[C:26]2=[N:27][CH:28]=[C:23]([NH:22][C:19]([C:6]3[N:7]([CH2:11][C:12]4[CH:17]=[CH:16][CH:15]=[C:14]([F:18])[CH:13]=4)[C:8]4[C:4]([CH:5]=3)=[CH:3][C:2]([F:1])=[CH:10][CH:9]=4)=[O:20])[CH:24]=[C:25]2[CH:31]=[CH:30]1. Given the reactants [F:1][C:2]1[CH:3]=[C:4]2[C:8](=[CH:9][CH:10]=1)[N:7]([CH2:11][C:12]1[CH:17]=[CH:16][CH:15]=[C:14]([F:18])[CH:13]=1)[C:6]([C:19](O)=[O:20])=[CH:5]2.[NH2:22][C:23]1[CH:24]=[C:25]2[CH:31]=[CH:30][NH:29][C:26]2=[N:27][CH:28]=1, predict the reaction product.